Binary Classification. Given a T-cell receptor sequence (or CDR3 region) and an epitope sequence, predict whether binding occurs between them. From a dataset of TCR-epitope binding with 47,182 pairs between 192 epitopes and 23,139 TCRs. (1) The epitope is SEISMDNSPNL. The TCR CDR3 sequence is CAAQNLNTGELFF. Result: 0 (the TCR does not bind to the epitope). (2) The epitope is NEGVKAAW. The TCR CDR3 sequence is CASSHTISGRKDEQFF. Result: 0 (the TCR does not bind to the epitope). (3) The epitope is DATYQRTRALVR. The TCR CDR3 sequence is CASSLDSEQFF. Result: 0 (the TCR does not bind to the epitope). (4) The epitope is GTSGSPIVNR. The TCR CDR3 sequence is CASSLAGTGELFF. Result: 0 (the TCR does not bind to the epitope). (5) The epitope is KAYNVTQAF. Result: 1 (the TCR binds to the epitope). The TCR CDR3 sequence is CASSQERLAGGTGELFF.